This data is from Reaction yield outcomes from USPTO patents with 853,638 reactions. The task is: Predict the reaction yield, written as a fraction of the theoretical maximum amount of product (1.0 means a 100% yield; for example, 0.34 means a 34% yield). (1) The reactants are F[C:2]1[C:7]([F:8])=[C:6]([I:9])[CH:5]=[CH:4][N:3]=1.C(O)(=[O:12])C.O. No catalyst specified. The product is [F:8][C:7]1[C:2](=[O:12])[NH:3][CH:4]=[CH:5][C:6]=1[I:9]. The yield is 0.714. (2) The reactants are [F:1][C:2]1[C:3]([O:19]COC)=[C:4]([C:12](=[O:18])[C:13]([O:15][CH2:16][CH3:17])=[O:14])[C:5]([C:8]([F:11])([F:10])[F:9])=[CH:6][CH:7]=1.C1(C)C=CC(S(O)(=O)=O)=CC=1. The catalyst is ClCCl.C(O)C. The product is [F:1][C:2]1[C:3]([OH:19])=[C:4]([C:12](=[O:18])[C:13]([O:15][CH2:16][CH3:17])=[O:14])[C:5]([C:8]([F:11])([F:10])[F:9])=[CH:6][CH:7]=1. The yield is 0.910.